Task: Predict which catalyst facilitates the given reaction.. Dataset: Catalyst prediction with 721,799 reactions and 888 catalyst types from USPTO (1) Reactant: [O:1]([C:8]1[CH:13]=[CH:12][C:11]([C:14](=O)[C:15]([O:17][CH2:18][CH3:19])=[O:16])=[CH:10][CH:9]=1)[C:2]1[CH:7]=[CH:6][CH:5]=[CH:4][CH:3]=1.Cl.[NH2:22][OH:23].C([O-])(=O)C.[Na+]. Product: [OH:23]/[N:22]=[C:14](\[C:11]1[CH:12]=[CH:13][C:8]([O:1][C:2]2[CH:7]=[CH:6][CH:5]=[CH:4][CH:3]=2)=[CH:9][CH:10]=1)/[C:15]([O:17][CH2:18][CH3:19])=[O:16]. The catalyst class is: 8. (2) Reactant: [CH:1](=O)[CH3:2].[F:4][C:5]1[CH:6]=[C:7]([NH:13][NH2:14])[CH:8]=[CH:9][C:10]=1[O:11][CH3:12].S([O-])([O-])(=O)=O.[Mg+2]. Product: [F:4][C:5]1[CH:6]=[C:7]([NH:13][N:14]=[CH:1][CH3:2])[CH:8]=[CH:9][C:10]=1[O:11][CH3:12]. The catalyst class is: 11. (3) Product: [CH2:1]([O:8][C:9]1[CH:14]=[C:13]([O:15][CH2:16][CH2:17][O:18][CH3:19])[CH:12]=[CH:11][C:10]=1[CH2:20][CH2:21][OH:22])[C:2]1[CH:3]=[CH:4][CH:5]=[CH:6][CH:7]=1. The catalyst class is: 24. Reactant: [CH2:1]([O:8][C:9]1[CH:14]=[C:13]([O:15][CH2:16][CH2:17][O:18][CH3:19])[CH:12]=[CH:11][C:10]=1[CH2:20][CH:21]=[O:22])[C:2]1[CH:7]=[CH:6][CH:5]=[CH:4][CH:3]=1.[BH4-].[Na+].Cl. (4) Reactant: [Si:1]([O:8][CH2:9][C:10]1[CH:15]=[C:14]([C:16]([F:19])([F:18])[F:17])[N:13]=[C:12]([O:20][CH3:21])[C:11]=1[CH2:22][CH2:23][NH2:24])([C:4]([CH3:7])([CH3:6])[CH3:5])([CH3:3])[CH3:2].[C:25](O[C:25]([O:27][C:28]([CH3:31])([CH3:30])[CH3:29])=[O:26])([O:27][C:28]([CH3:31])([CH3:30])[CH3:29])=[O:26]. Product: [C:28]([O:27][C:25]([NH:24][CH2:23][CH2:22][C:11]1[C:12]([O:20][CH3:21])=[N:13][C:14]([C:16]([F:19])([F:18])[F:17])=[CH:15][C:10]=1[CH2:9][O:8][Si:1]([C:4]([CH3:7])([CH3:6])[CH3:5])([CH3:3])[CH3:2])=[O:26])([CH3:31])([CH3:30])[CH3:29]. The catalyst class is: 4.